Dataset: Catalyst prediction with 721,799 reactions and 888 catalyst types from USPTO. Task: Predict which catalyst facilitates the given reaction. (1) Reactant: [CH:1]([C:3]1[O:4][C:5]2[CH:11]=[CH:10][C:9]([N+:12]([O-:14])=[O:13])=[CH:8][C:6]=2[CH:7]=1)=O.[C:15]([CH:20]=P(C1C=CC=CC=1)(C1C=CC=CC=1)C1C=CC=CC=1)([O:17][CH2:18][CH3:19])=[O:16].O. Product: [N+:12]([C:9]1[CH:10]=[CH:11][C:5]2[O:4][C:3](/[CH:1]=[CH:20]/[C:15]([O:17][CH2:18][CH3:19])=[O:16])=[CH:7][C:6]=2[CH:8]=1)([O-:14])=[O:13]. The catalyst class is: 7. (2) Reactant: O.[OH-].[Ba+2].[OH-].O.[CH3:6][C:7](=[O:14])[CH2:8][CH2:9][CH2:10][CH2:11][CH2:12][CH3:13].[CH2:15](O)[C:16]1[CH:21]=[CH:20][CH:19]=[CH:18][CH:17]=1. Product: [C:16]1([CH2:15][CH2:6][C:7](=[O:14])[CH2:8][CH2:9][CH2:10][CH2:11][CH2:12][CH3:13])[CH:21]=[CH:20][CH:19]=[CH:18][CH:17]=1. The catalyst class is: 13. (3) Reactant: [Cl:1][C:2]1[C:9]([CH3:10])=[C:8]([N:11]2[C:15](=[O:16])[C@@H:14]3[C@H:17]([OH:20])[CH2:18][CH2:19][N:13]3[C:12]2=[O:21])[CH:7]=[CH:6][C:3]=1[C:4]#[N:5].[CH3:22]N1C(=O)N(C)CCC1.[Li+].CC([N-]C(C)C)C.IC. Product: [Cl:1][C:2]1[C:9]([CH3:10])=[C:8]([N:11]2[C:15](=[O:16])[C@:14]3([CH3:22])[C@H:17]([OH:20])[CH2:18][CH2:19][N:13]3[C:12]2=[O:21])[CH:7]=[CH:6][C:3]=1[C:4]#[N:5]. The catalyst class is: 1. (4) Reactant: Br.Br[CH2:3][C:4]([C:6]1[CH:11]=[CH:10][N:9]=[CH:8][CH:7]=1)=O.[C:12]([NH2:20])(=[S:19])[C:13]1[CH:18]=[CH:17][CH:16]=[CH:15][CH:14]=1. Product: [C:13]1([C:12]2[S:19][CH:3]=[C:4]([C:6]3[CH:11]=[CH:10][N:9]=[CH:8][CH:7]=3)[N:20]=2)[CH:18]=[CH:17][CH:16]=[CH:15][CH:14]=1. The catalyst class is: 3. (5) Reactant: [CH3:1][C:2]([O:5][C@H:6]([CH3:32])[C@@H:7]([C:28]([O:30][CH3:31])=[O:29])[NH:8][C:9]([C:11]1[CH:16]=[CH:15][C:14]([C:17]2[CH:22]=[CH:21][CH:20]=[CH:19][C:18]=2[O:23][CH3:24])=[CH:13][C:12]=1[N+:25]([O-])=O)=[O:10])([CH3:4])[CH3:3]. Product: [NH2:25][C:12]1[CH:13]=[C:14]([C:17]2[CH:22]=[CH:21][CH:20]=[CH:19][C:18]=2[O:23][CH3:24])[CH:15]=[CH:16][C:11]=1[C:9]([NH:8][C@H:7]([C:28]([O:30][CH3:31])=[O:29])[C@@H:6]([CH3:32])[O:5][C:2]([CH3:1])([CH3:3])[CH3:4])=[O:10]. The catalyst class is: 63. (6) Reactant: Br[C:2]1[C:3]([O:21][CH3:22])=[C:4]([CH:10]([NH:13][C:14](=[O:20])[O:15][C:16]([CH3:19])([CH3:18])[CH3:17])[CH2:11][CH3:12])[CH:5]=[C:6]([Cl:9])[C:7]=1[CH3:8].[F:23][C:24]1[CH:25]=[N:26][CH:27]=[C:28](B2OC(C)(C)C(C)(C)O2)[CH:29]=1.C(=O)([O-])[O-].[K+].[K+]. Product: [Cl:9][C:6]1[C:7]([CH3:8])=[C:2]([C:28]2[CH:27]=[N:26][CH:25]=[C:24]([F:23])[CH:29]=2)[C:3]([O:21][CH3:22])=[C:4]([CH:10]([NH:13][C:14](=[O:20])[O:15][C:16]([CH3:19])([CH3:18])[CH3:17])[CH2:11][CH3:12])[CH:5]=1. The catalyst class is: 70.